This data is from Reaction yield outcomes from USPTO patents with 853,638 reactions. The task is: Predict the reaction yield, written as a fraction of the theoretical maximum amount of product (1.0 means a 100% yield; for example, 0.34 means a 34% yield). (1) The reactants are [O:1]1[CH:5]=[CH:4][CH:3]=[C:2]1[C:6]1[CH:17]=[C:16]([CH3:18])[CH:15]=[C:14]([CH3:19])[C:7]=1[O:8][CH2:9][C:10](OC)=[O:11].[NH2:20][NH2:21]. The catalyst is CCO. The product is [O:1]1[CH:5]=[CH:4][CH:3]=[C:2]1[C:6]1[CH:17]=[C:16]([CH3:18])[CH:15]=[C:14]([CH3:19])[C:7]=1[O:8][CH2:9][C:10]([NH:20][NH2:21])=[O:11]. The yield is 1.00. (2) The reactants are C(OC(=O)[NH:7][C@H:8]1[CH2:13][CH2:12][C@H:11]([CH2:14][CH2:15][N:16]2[CH2:21][CH2:20][N:19]([C:22]3[C:27]4[CH:28]=[CH:29][O:30][C:26]=4[CH:25]=[CH:24][N:23]=3)[CH2:18][CH2:17]2)[CH2:10][CH2:9]1)(C)(C)C.[ClH:32].CCOC(C)=O. The catalyst is CO. The product is [ClH:32].[ClH:32].[ClH:32].[O:30]1[C:26]2[CH:25]=[CH:24][N:23]=[C:22]([N:19]3[CH2:20][CH2:21][N:16]([CH2:15][CH2:14][C@H:11]4[CH2:12][CH2:13][C@H:8]([NH2:7])[CH2:9][CH2:10]4)[CH2:17][CH2:18]3)[C:27]=2[CH:28]=[CH:29]1. The yield is 0.960. (3) The reactants are Br[C:2]1[CH:3]=[CH:4][C:5](Cl)=[N:6][CH:7]=1.[F:9][C:10]([F:17])([F:16])[C:11](OCC)=[O:12].Cl.C(=O)([O-])[O-].[K+].[K+].[CH2:25]([N:27](CC)CC)C. The catalyst is O1CCCC1.[N+](C)([O-])=O.[C].[Pd]. The product is [NH2:27][CH2:25][C:11]([C:2]1[CH:7]=[N:6][CH:5]=[CH:4][CH:3]=1)([OH:12])[C:10]([F:17])([F:16])[F:9]. The yield is 0.310. (4) The reactants are [CH3:1][O:2][C:3](=[O:23])[C:4]1[CH:9]=[CH:8][C:7]([Cl:10])=[C:6]([NH:11][C:12](=O)[CH2:13][O:14][CH2:15][C:16]2[CH:21]=[CH:20][CH:19]=[CH:18][CH:17]=2)[CH:5]=1.COC1C=CC(P2(SP(C3C=CC(OC)=CC=3)(=S)S2)=[S:33])=CC=1. The catalyst is C1(C)C=CC=CC=1. The product is [CH3:1][O:2][C:3](=[O:23])[C:4]1[CH:9]=[CH:8][C:7]([Cl:10])=[C:6]([NH:11][C:12](=[S:33])[CH2:13][O:14][CH2:15][C:16]2[CH:21]=[CH:20][CH:19]=[CH:18][CH:17]=2)[CH:5]=1. The yield is 0.670. (5) The reactants are Cl[C:2]1[C:11]2[C:6](=[CH:7][CH:8]=[C:9]([Cl:12])[N:10]=2)[N:5]=[CH:4][C:3]=1[C:13](=[O:15])[CH3:14].[N:16]1([CH2:21][CH:22]2[CH2:27][CH2:26][CH:25]([NH2:28])[CH2:24][CH2:23]2)[CH2:20][CH2:19][CH2:18][CH2:17]1. No catalyst specified. The product is [Cl:12][C:9]1[N:10]=[C:11]2[C:6](=[CH:7][CH:8]=1)[N:5]=[CH:4][C:3]([C:13](=[O:15])[CH3:14])=[C:2]2[NH:28][C@H:25]1[CH2:24][CH2:23][C@H:22]([CH2:21][N:16]2[CH2:20][CH2:19][CH2:18][CH2:17]2)[CH2:27][CH2:26]1. The yield is 0.190. (6) The reactants are [CH:1]1[C:6]([OH:7])=[CH:5][CH:4]=[C:3]([CH3:8])[CH:2]=1.[C:9](Cl)(=[O:11])[CH3:10].Cl. The catalyst is N1C=CC=CC=1. The yield is 0.930. The product is [CH3:8][C:3]1[CH:2]=[CH:1][C:6]([O:7][C:9]([CH3:10])=[O:11])=[CH:5][CH:4]=1. (7) The product is [CH:1]1[C:13]2[CH:12]([CH2:14][O:15][C:16](=[O:42])[NH:17][C:18]3[CH:19]=[CH:20][C:21]([S:24][C:25]4[CH:30]=[CH:29][C:28]([C:31](=[O:40])[NH:32][C:33]5[CH:38]=[CH:37][C:36]([Br:39])=[CH:35][N:34]=5)=[CH:27][C:26]=4[NH:41][C:58]4[C:45]5[CH:50]=[CH:49][C:48]([CH:51]([CH3:52])[CH3:53])=[N:47][C:46]=5[N:54]=[CH:55][N:56]=4)=[CH:22][CH:23]=3)[C:11]3[C:6](=[CH:7][CH:8]=[CH:9][CH:10]=3)[C:5]=2[CH:4]=[CH:3][CH:2]=1. The catalyst is C(O)(=O)C. The reactants are [CH:1]1[C:13]2[CH:12]([CH2:14][O:15][C:16](=[O:42])[NH:17][C:18]3[CH:23]=[CH:22][C:21]([S:24][C:25]4[CH:30]=[CH:29][C:28]([C:31](=[O:40])[NH:32][C:33]5[CH:38]=[CH:37][C:36]([Br:39])=[CH:35][N:34]=5)=[CH:27][C:26]=4[NH2:41])=[CH:20][CH:19]=3)[C:11]3[C:6](=[CH:7][CH:8]=[CH:9][CH:10]=3)[C:5]=2[CH:4]=[CH:3][CH:2]=1.C([C:45]1[C:46]([N:54]=[CH:55][N:56]([CH3:58])C)=[N:47][C:48]([CH:51]([CH3:53])[CH3:52])=[CH:49][CH:50]=1)#N. The yield is 0.580. (8) The reactants are [S:1]1[C:9]2[C:4](=[N:5][CH:6]=[CH:7][C:8]=2O)[CH:3]=[CH:2]1.S(Cl)([Cl:13])=O.CN(C=O)C. The catalyst is C(OCC)(=O)C.C(=O)([O-])O.[Na+]. The product is [Cl:13][C:8]1[CH:7]=[CH:6][N:5]=[C:4]2[CH:3]=[CH:2][S:1][C:9]=12. The yield is 0.500. (9) The reactants are [CH3:1][NH:2][CH3:3].Cl.Cl[CH2:6][C:7]1[N:16]=[C:15]([OH:17])[C:14]2[C:9](=[CH:10][C:11]([O:18][CH3:19])=[CH:12][CH:13]=2)[N:8]=1. No catalyst specified. The product is [CH3:1][N:2]([CH2:6][C:7]1[N:16]=[C:15]([OH:17])[C:14]2[C:9](=[CH:10][C:11]([O:18][CH3:19])=[CH:12][CH:13]=2)[N:8]=1)[CH3:3]. The yield is 0.970. (10) The reactants are [CH:1]1([C:4]([NH:6][C:7]2[N:8]=[C:9]3[CH:14]=[CH:13][C:12]([O:15][C:16]4[CH:17]=[C:18]([CH:22]=[CH:23][CH:24]=4)[C:19](O)=[O:20])=[N:11][N:10]3[CH:25]=2)=[O:5])[CH2:3][CH2:2]1.[CH3:26][N:27]1[C:31]([NH2:32])=[CH:30][C:29]([CH3:33])=[N:28]1.ON1C2C=CC=CC=2N=N1.Cl.C(N=C=NCCCN(C)C)C.C(N(CC)CC)C. The catalyst is CN(C)C=O. The product is [CH:1]1([C:4]([NH:6][C:7]2[N:8]=[C:9]3[CH:14]=[CH:13][C:12]([O:15][C:16]4[CH:17]=[C:18]([CH:22]=[CH:23][CH:24]=4)[C:19]([NH:32][C:31]4[N:27]([CH3:26])[N:28]=[C:29]([CH3:33])[CH:30]=4)=[O:20])=[N:11][N:10]3[CH:25]=2)=[O:5])[CH2:3][CH2:2]1. The yield is 0.750.